This data is from HIV replication inhibition screening data with 41,000+ compounds from the AIDS Antiviral Screen. The task is: Binary Classification. Given a drug SMILES string, predict its activity (active/inactive) in a high-throughput screening assay against a specified biological target. (1) The molecule is CCOC(=O)CC(=Nc1cc(C)on1)N(CC)CC.[O-][Cl+3]([O-])([O-])O. The result is 0 (inactive). (2) The drug is Cc1c(C)c2cc3c(cc2oc1=O)OCC3. The result is 0 (inactive). (3) The molecule is COc1ccc2nc3ccc(OC)cc3c(SCCCl)c2c1. The result is 0 (inactive). (4) The result is 0 (inactive). The molecule is CC1=C(C(=O)NCc2ccccc2)C(c2ccc(N(C)C)cc2)C(C(=O)NCc2ccccc2)=C(C)N1. (5) The drug is COC(=O)Nc1nc2cc(C(=O)c3ccc[nH]3)ccc2[nH]1. The result is 0 (inactive). (6) The compound is Cc1ccc(S(=O)(=O)N(NC(=N)Oc2ccc(Cl)cc2)C(=N)Oc2ccc(Cl)cc2)cc1. The result is 0 (inactive). (7) The drug is O=C(n1[nH]c(=O)n(-c2ccc([N+](=O)[O-])cc2)c1=O)C(Cl)(Cl)Cl. The result is 0 (inactive).